Dataset: Catalyst prediction with 721,799 reactions and 888 catalyst types from USPTO. Task: Predict which catalyst facilitates the given reaction. (1) Product: [CH3:1][O:2][C:3]1[C:4]([I:32])=[C:5]2[C:15]3[C:10](=[CH:11][N:12]=[C:13]([C:16]4[CH:17]=[N:18][CH:19]=[CH:20][CH:21]=4)[CH:14]=3)[NH:9][C:6]2=[N:7][CH:8]=1. The catalyst class is: 132. Reactant: [CH3:1][O:2][C:3]1[C:4]([I:32])=[C:5]2[C:15]3[C:10](=[CH:11][N:12]=[C:13]([C:16]4[CH:17]=[N:18][CH:19]=[CH:20][CH:21]=4)[CH:14]=3)[N:9](S(C3C=CC(C)=CC=3)(=O)=O)[C:6]2=[N:7][CH:8]=1.CO.[OH-].[Li+].Cl. (2) Reactant: CSC.B.[CH2:5]([NH:12][C:13](=O)[CH:14]([F:18])[C:15](O)=[O:16])[C:6]1[CH:11]=[CH:10][CH:9]=[CH:8][CH:7]=1. Product: [CH2:5]([NH:12][CH2:13][CH:14]([F:18])[CH2:15][OH:16])[C:6]1[CH:11]=[CH:10][CH:9]=[CH:8][CH:7]=1. The catalyst class is: 1.